Task: Predict the product of the given reaction.. Dataset: Forward reaction prediction with 1.9M reactions from USPTO patents (1976-2016) (1) Given the reactants C([C:3]1[CH:8]=[CH:7][C:6]([CH:9]2[CH2:14][CH2:13][CH:12]([O:15][CH3:16])[CH2:11][N:10]2[CH2:17][C:18]2[C:26]([O:27][CH3:28])=[CH:25][C:24]([CH3:29])=[C:23]3[C:19]=2[CH:20]=[CH:21][N:22]3C(OC(C)(C)C)=O)=[CH:5][CH:4]=1)#N.C[C:38]([OH:40])=[O:39], predict the reaction product. The product is: [CH3:16][O:15][CH:12]1[CH2:11][N:10]([CH2:17][C:18]2[C:26]([O:27][CH3:28])=[CH:25][C:24]([CH3:29])=[C:23]3[C:19]=2[CH:20]=[CH:21][NH:22]3)[CH:9]([C:6]2[CH:5]=[CH:4][C:3]([C:38]([OH:40])=[O:39])=[CH:8][CH:7]=2)[CH2:14][CH2:13]1. (2) Given the reactants [CH2:1]([O:8][C:9]1[CH:50]=[CH:49][CH:48]=[CH:47][C:10]=1[CH2:11][C:12]1[C:13]([O:23][C@@H:24]2[O:41][C@H:40]([CH2:42][O:43]C(=O)C)[C@@H:35]([O:36]C(=O)C)[C@H:30]([O:31]C(=O)C)[C@H:25]2[O:26]C(=O)C)=[N:14][N:15]([CH2:20][CH2:21][OH:22])[C:16]=1[CH:17]([CH3:19])[CH3:18])[C:2]1[CH:7]=[CH:6][CH:5]=[CH:4][CH:3]=1.C[O-].[Na+], predict the reaction product. The product is: [CH2:1]([O:8][C:9]1[CH:50]=[CH:49][CH:48]=[CH:47][C:10]=1[CH2:11][C:12]1[C:13]([O:23][C@@H:24]2[O:41][C@H:40]([CH2:42][OH:43])[C@@H:35]([OH:36])[C@H:30]([OH:31])[C@H:25]2[OH:26])=[N:14][N:15]([CH2:20][CH2:21][OH:22])[C:16]=1[CH:17]([CH3:19])[CH3:18])[C:2]1[CH:7]=[CH:6][CH:5]=[CH:4][CH:3]=1. (3) Given the reactants [N:1]1([CH2:5][CH2:6][N:7]2[CH:11]=[C:10]([C:12]3[CH:17]=[CH:16][C:15]([F:18])=[C:14]([C:19]([F:22])([F:21])[F:20])[CH:13]=3)[N:9]=[C:8]2[CH:23]2[CH2:28][CH2:27][N:26]([C:29]3[N:34]=[CH:33][N:32]=[C:31]([NH2:35])[C:30]=3[O:36][CH:37](C)C)[CH2:25][CH2:24]2)[CH2:4][CH2:3][CH2:2]1.ClC1N=CN=C(N)C=1OC, predict the reaction product. The product is: [N:1]1([CH2:5][CH2:6][N:7]2[CH:11]=[C:10]([C:12]3[CH:17]=[CH:16][C:15]([F:18])=[C:14]([C:19]([F:22])([F:20])[F:21])[CH:13]=3)[N:9]=[C:8]2[CH:23]2[CH2:28][CH2:27][N:26]([C:29]3[N:34]=[CH:33][N:32]=[C:31]([NH2:35])[C:30]=3[O:36][CH3:37])[CH2:25][CH2:24]2)[CH2:2][CH2:3][CH2:4]1. (4) Given the reactants Br[CH:2]1[CH2:8][CH2:7][N:6]([CH:9]2[CH2:12][CH2:11][CH2:10]2)[CH2:5][CH2:4][C:3]1=O.[F:14][C:15]([F:26])([F:25])[C:16]1[N:21]=[CH:20][C:19]([C:22](=[S:24])[NH2:23])=[CH:18][CH:17]=1, predict the reaction product. The product is: [CH:9]1([N:6]2[CH2:7][CH2:8][C:2]3[S:24][C:22]([C:19]4[CH:20]=[N:21][C:16]([C:15]([F:26])([F:14])[F:25])=[CH:17][CH:18]=4)=[N:23][C:3]=3[CH2:4][CH2:5]2)[CH2:12][CH2:11][CH2:10]1. (5) Given the reactants B1(B2OC(C)(C)C(C)(C)O2)OC(C)(C)C(C)(C)O1.C([O-])(=O)C.[K+].Br[C:25]1[CH:30]=[CH:29][C:28]([O:31][CH2:32][C:33]2[CH:38]=[CH:37][C:36]([O:39][CH3:40])=[CH:35][CH:34]=2)=[C:27]([C:41]([F:44])([F:43])[F:42])[CH:26]=1.[Cl:45][C:46]1[N:54]=[C:53]2[C:49]([N:50]=[CH:51][N:52]2[CH3:55])=[C:48](Cl)[N:47]=1.C([O-])([O-])=O.[Na+].[Na+], predict the reaction product. The product is: [Cl:45][C:46]1[N:54]=[C:53]2[C:49]([N:50]=[CH:51][N:52]2[CH3:55])=[C:48]([C:25]2[CH:30]=[CH:29][C:28]([O:31][CH2:32][C:33]3[CH:38]=[CH:37][C:36]([O:39][CH3:40])=[CH:35][CH:34]=3)=[C:27]([C:41]([F:44])([F:43])[F:42])[CH:26]=2)[N:47]=1.